This data is from Reaction yield outcomes from USPTO patents with 853,638 reactions. The task is: Predict the reaction yield, written as a fraction of the theoretical maximum amount of product (1.0 means a 100% yield; for example, 0.34 means a 34% yield). (1) The reactants are [CH2:1]([O:5]C(Cl)=O)C(C)C.CN1CC[O:13]CC1.[ClH:16].Br[C:18]1[C:19]([OH:37])=[C:20]([C@H:25]([NH:32][C:33](=[O:36])[CH2:34][NH2:35])[CH2:26][C:27]([O:29][CH2:30][CH3:31])=[O:28])[CH:21]=[C:22]([Cl:24])[CH:23]=1.FC(F)(F)C(O)=O.ClC1C(O)=C(C(NC(=O)CN[C:62]([C:64]2[CH:69]=[CH:68][C:67]([NH:70][C:71]3[NH:72][CH2:73][CH2:74][CH2:75][N:76]=3)=[CH:66]N=2)=[O:63])CC(O)=O)C=C(Cl)C=1. The catalyst is CN(C=O)C. The product is [Cl:16][C:18]1[C:19]([OH:37])=[C:20]([C@H:25]([NH:32][C:33](=[O:36])[CH2:34][NH:35][C:1](=[O:5])[C:69]2[CH:68]=[C:67]([NH:70][C:71]3[NH:72][CH2:73][CH:74]([OH:13])[CH2:75][N:76]=3)[CH:66]=[C:62]([OH:63])[CH:64]=2)[CH2:26][C:27]([O:29][CH2:30][CH3:31])=[O:28])[CH:21]=[C:22]([Cl:24])[CH:23]=1. The yield is 0.310. (2) The yield is 0.560. The product is [NH2:1][C:2]1[N:3]([CH3:24])[C:4](=[O:23])[C:5]2([C:15]3[C:10](=[CH:11][CH:12]=[C:13]([C:31]4[CH:32]=[C:27]([CH:28]=[CH:29][CH:30]=4)[C:25]#[N:26])[CH:14]=3)[O:9][CH:8]([CH:17]3[CH2:22][CH2:21][CH2:20][CH2:19][CH2:18]3)[CH2:7]2)[N:6]=1. The reactants are [NH2:1][C:2]1[N:3]([CH3:24])[C:4](=[O:23])[C:5]2([C:15]3[C:10](=[CH:11][CH:12]=[C:13](Br)[CH:14]=3)[O:9][CH:8]([CH:17]3[CH2:22][CH2:21][CH2:20][CH2:19][CH2:18]3)[CH2:7]2)[N:6]=1.[C:25]([C:27]1[CH:28]=[C:29](B(O)O)[CH:30]=[CH:31][CH:32]=1)#[N:26].C(=O)([O-])[O-].[Cs+].[Cs+]. The catalyst is O1CCOCC1.Cl[Pd](Cl)([P](C1C=CC=CC=1)(C1C=CC=CC=1)C1C=CC=CC=1)[P](C1C=CC=CC=1)(C1C=CC=CC=1)C1C=CC=CC=1.